Dataset: Experimentally validated miRNA-target interactions with 360,000+ pairs, plus equal number of negative samples. Task: Binary Classification. Given a miRNA mature sequence and a target amino acid sequence, predict their likelihood of interaction. (1) Result: 1 (interaction). The protein sequence of the target gene is MASDDFDIVIEAMLEAPYKKEEDEQQRKEVKKDYPSNTTSSTSNSGNETSGSSTIGETSKKKRSRSHNKSRDRKRSRSRDRDRYRRRNSRSRSPGRQCRHRSRSWDRRHGSESRSRDHRREDRVHYRSPPLATGYRYGHSKSPHFREKSPVREPVDNLSPEERDARTVFCMQLAARIRPRDLEDFFSAVGKVRDVRIISDRNSRRSKGIAYVEFCEIQSVPLAIGLTGQRLLGVPIIVQASQAEKNRLAAMANNLQKGNGGPMRLYVGSLHFNITEDMLRGIFEPFGKIDNIVLMKDSDT.... The miRNA is hsa-miR-330-3p with sequence GCAAAGCACACGGCCUGCAGAGA. (2) The miRNA is hsa-miR-6742-3p with sequence ACCUGGGUUGUCCCCUCUAG. The protein sequence of the target gene is MAAPCAEDPSLERHFKGHRDAVTCVDFSINTKQLASGSMDSCLMVWHMKPQSRAYRFTGHKDAVTCVNFSPSGHLLASGSRDKTVRIWVPNVKGESTVFRAHTATVRSVHFCSDGQSFVTASDDKTVKVWATHRQKFLFSLSQHINWVRCAKFSPDGRLIVSASDDKTVKLWDKSSRECVHSYCEHGGFVTYVDFHPSGTCIAAAGMDNTVKVWDVRTHRLLQHYQLHSAAVNGLSFHPSGNYLITASSDSTLKILDLMEGRLLYTLHGHQGPATTVAFSRTGEYFASGGSDEQVMVWKS.... Result: 1 (interaction). (3) The protein sequence of the target gene is MSARGPAIGIDLGTTYSCVGVFQHGKVEIIANDQGNRTTPSYVAFTDTERLIGDAAKNQVAMNPTNTIFDAKRLIGRKFEDATVQSDMKHWPFRVVSEGGKPKVQVEYKGETKTFFPEEISSMVLTKMKEIAEAYLGGKVHSAVITVPAYFNDSQRQATKDAGTITGLNVLRIINEPTAAAIAYGLDKKGCAGGEKNVLIFDLGGGTFDVSILTIEDGIFEVKSTAGDTHLGGEDFDNRMVSHLAEEFKRKHKKDIGPNKRAVRRLRTACERAKRTLSSSTQASIEIDSLYEGVDFYTSI.... Result: 1 (interaction). The miRNA is hsa-miR-3162-3p with sequence UCCCUACCCCUCCACUCCCCA.